The task is: Predict the product of the given reaction.. This data is from Forward reaction prediction with 1.9M reactions from USPTO patents (1976-2016). The product is: [CH3:23][O:22][CH2:21][O:20][C:7]1[CH:8]=[C:9]([C:11]([CH3:18])([CH3:19])[CH2:12][CH2:13][CH2:14][CH2:15][CH2:16][CH3:17])[CH:10]=[C:5]([O:4][CH2:3][O:2][CH3:1])[C:6]=1[B:29]([OH:32])[OH:30]. Given the reactants [CH3:1][O:2][CH2:3][O:4][C:5]1[CH:10]=[C:9]([C:11]([CH3:19])([CH3:18])[CH2:12][CH2:13][CH2:14][CH2:15][CH2:16][CH3:17])[CH:8]=[C:7]([O:20][CH2:21][O:22][CH3:23])[CH:6]=1.[Li]CCCC.[B:29](OC)([O:32]C)[O:30]C.Cl, predict the reaction product.